From a dataset of Catalyst prediction with 721,799 reactions and 888 catalyst types from USPTO. Predict which catalyst facilitates the given reaction. (1) Reactant: [CH3:1][O:2][C:3]1[CH:4]=[C:5]([CH:22]=[C:23]([CH3:25])[CH:24]=1)[O:6][CH2:7][C@H:8]1[C:17]([CH3:18])=[CH:16][CH2:15][C@@H:14]2[C@:9]1([CH3:21])[CH2:10][CH2:11][CH2:12][C:13]2([CH3:20])[CH3:19].B.C1C[O:30]CC1. Product: [CH3:1][O:2][C:3]1[CH:4]=[C:5]([CH:22]=[C:23]([CH3:25])[CH:24]=1)[O:6][CH2:7][C@@H:8]1[C@:9]2([CH3:21])[C@H:14]([C:13]([CH3:20])([CH3:19])[CH2:12][CH2:11][CH2:10]2)[CH2:15][CH:16]([OH:30])[CH:17]1[CH3:18]. The catalyst class is: 1. (2) Reactant: Cl[C:2]1[CH:11]=[C:10]2[C:5]([C:6]([N:12]3[CH2:17][CH2:16][N:15]([C:18]([O-:20])=[O:19])[CH2:14][CH2:13]3)=[N:7][CH:8]=[N:9]2)=[CH:4][C:3]=1[C:21]([F:24])([F:23])[F:22].[F:25][C:26]1[CH:31]=[CH:30][CH:29]=[CH:28][C:27]=1B(O)O.C([O-])([O-])=O.[Na+].[Na+]. Product: [F:22][C:21]([F:24])([F:23])[C:3]1[CH:4]=[C:5]2[C:10](=[CH:11][C:2]=1[C:27]1[CH:28]=[CH:29][CH:30]=[CH:31][C:26]=1[F:25])[N:9]=[CH:8][N:7]=[C:6]2[N:12]1[CH2:17][CH2:16][N:15]([C:18]([O:20][C:3]([CH3:21])([CH3:4])[CH3:2])=[O:19])[CH2:14][CH2:13]1. The catalyst class is: 117. (3) Reactant: [Cl:1][C:2]1[CH:3]=[C:4]([C:8]2[N:12]=[C:11]([NH2:13])[NH:10][N:9]=2)[CH:5]=[CH:6][CH:7]=1.C([N:17]1[C:25]2[C:20](=[CH:21][C:22]([C:26](=O)[CH2:27][C:28](OCC)=[O:29])=[CH:23][CH:24]=2)[CH:19]=[N:18]1)(=O)C.CC1C=CC(S(O)(=O)=O)=CC=1. Product: [Cl:1][C:2]1[CH:3]=[C:4]([C:8]2[N:12]=[C:11]3[NH:13][C:26]([C:22]4[CH:21]=[C:20]5[C:25](=[CH:24][CH:23]=4)[NH:17][N:18]=[CH:19]5)=[CH:27][C:28](=[O:29])[N:10]3[N:9]=2)[CH:5]=[CH:6][CH:7]=1. The catalyst class is: 114. (4) Reactant: [CH2:1]([CH:3]([CH2:27][CH2:28][CH2:29][CH3:30])[C:4]#[C:5][C:6]1[C:14]2[S:13][CH:12]=[CH:11][C:10]=2[C:9]([C:15]#[C:16][CH:17]([CH2:22][CH3:23])[CH2:18][CH2:19][CH2:20][CH3:21])=[C:8]2[S:24][CH:25]=[CH:26][C:7]=12)[CH3:2]. Product: [CH2:22]([CH:17]([CH2:18][CH2:19][CH2:20][CH3:21])[CH2:16][CH2:15][C:9]1[C:8]2[S:24][CH:25]=[CH:26][C:7]=2[C:6]([CH2:5][CH2:4][CH:3]([CH2:1][CH3:2])[CH2:27][CH2:28][CH2:29][CH3:30])=[C:14]2[S:13][CH:12]=[CH:11][C:10]=12)[CH3:23]. The catalyst class is: 354. (5) Reactant: C1C(=O)N(Cl)C(=O)C1.[CH:9](=[N:11][OH:12])[CH3:10].[C:13]([C:15]1[CH:20]=[C:19]([O:21][C:22]2[CH:23]=[CH:24][C:25]([NH:28][C:29](=[O:35])[O:30][C:31]([CH3:34])([CH3:33])[CH3:32])=[N:26][CH:27]=2)[CH:18]=[CH:17][N:16]=1)#[CH:14].O. Product: [CH3:10][C:9]1[CH:14]=[C:13]([C:15]2[CH:20]=[C:19]([O:21][C:22]3[CH:23]=[CH:24][C:25]([NH:28][C:29](=[O:35])[O:30][C:31]([CH3:33])([CH3:32])[CH3:34])=[N:26][CH:27]=3)[CH:18]=[CH:17][N:16]=2)[O:12][N:11]=1. The catalyst class is: 3.